Dataset: Catalyst prediction with 721,799 reactions and 888 catalyst types from USPTO. Task: Predict which catalyst facilitates the given reaction. (1) Reactant: [Cl:1][C:2]1[CH:7]=[CH:6][CH:5]=[CH:4][N:3]=1.[Li+].CC([N-]C(C)C)C.[CH:16](=[O:18])[CH3:17].O. Product: [Cl:1][C:2]1[C:7]([CH:16]([OH:18])[CH3:17])=[CH:6][CH:5]=[CH:4][N:3]=1. The catalyst class is: 1. (2) Reactant: P(Cl)(Cl)(Cl)=O.[Cl:6][C:7]1[CH:8]=[N:9][CH:10]=[C:11]([Cl:34])[C:12]=1[NH:13][C:14]1[C:23]2[C:18](=[C:19]([O:26][CH2:27][CH2:28][CH2:29][CH2:30][CH2:31][OH:32])[C:20]([O:24][CH3:25])=[CH:21][CH:22]=2)[O:17][C:16](=[O:33])[CH:15]=1.[P:35](OC)([O:39]C)([O:37]C)=[O:36]. Product: [P:35]([OH:39])([OH:37])([O:32][CH2:31][CH2:30][CH2:29][CH2:28][CH2:27][O:26][C:19]1[C:20]([O:24][CH3:25])=[CH:21][CH:22]=[C:23]2[C:18]=1[O:17][C:16](=[O:33])[CH:15]=[C:14]2[NH:13][C:12]1[C:11]([Cl:34])=[CH:10][N:9]=[CH:8][C:7]=1[Cl:6])=[O:36]. The catalyst class is: 6.